This data is from Merck oncology drug combination screen with 23,052 pairs across 39 cell lines. The task is: Regression. Given two drug SMILES strings and cell line genomic features, predict the synergy score measuring deviation from expected non-interaction effect. (1) Drug 1: O=C(CCCCCCC(=O)Nc1ccccc1)NO. Drug 2: CCc1c2c(nc3ccc(O)cc13)-c1cc3c(c(=O)n1C2)COC(=O)C3(O)CC. Cell line: SKOV3. Synergy scores: synergy=10.7. (2) Drug 1: CN1C(=O)C=CC2(C)C3CCC4(C)C(NC(=O)OCC(F)(F)F)CCC4C3CCC12. Drug 2: NC(=O)c1cccc2cn(-c3ccc(C4CCCNC4)cc3)nc12. Cell line: NCIH1650. Synergy scores: synergy=2.71. (3) Drug 1: COC1=C2CC(C)CC(OC)C(O)C(C)C=C(C)C(OC(N)=O)C(OC)C=CC=C(C)C(=O)NC(=CC1=O)C2=O. Drug 2: Cn1c(=O)n(-c2ccc(C(C)(C)C#N)cc2)c2c3cc(-c4cnc5ccccc5c4)ccc3ncc21. Cell line: HT144. Synergy scores: synergy=45.5. (4) Cell line: NCIH460. Drug 2: O=C(CCCCCCC(=O)Nc1ccccc1)NO. Synergy scores: synergy=-4.58. Drug 1: CN(C)C(=N)N=C(N)N.